Dataset: Catalyst prediction with 721,799 reactions and 888 catalyst types from USPTO. Task: Predict which catalyst facilitates the given reaction. (1) Product: [Cl:1][C:2]1[C:10]([CH:49]=[CH2:50])=[CH:9][C:8]([C:19]2[N:20]([C:35]([O:37][C:38]([CH3:39])([CH3:40])[CH3:41])=[O:36])[C:21]3[C:26]([CH:27]=2)=[CH:25][C:24]([CH2:28][N:29]2[CH2:34][CH2:33][CH2:32][CH2:31][CH2:30]2)=[CH:23][CH:22]=3)=[C:7]2[C:3]=1[CH2:4][NH:5][C:6]2=[O:42]. Reactant: [Cl:1][C:2]1[C:10](OS(C(F)(F)F)(=O)=O)=[CH:9][C:8]([C:19]2[N:20]([C:35]([O:37][C:38]([CH3:41])([CH3:40])[CH3:39])=[O:36])[C:21]3[C:26]([CH:27]=2)=[CH:25][C:24]([CH2:28][N:29]2[CH2:34][CH2:33][CH2:32][CH2:31][CH2:30]2)=[CH:23][CH:22]=3)=[C:7]2[C:3]=1[CH2:4][NH:5][C:6]2=[O:42].B1(C=C)OB([CH:49]=[CH2:50])OB(C=C)O1.C1C=CN=CC=1.C(=O)([O-])[O-].[K+].[K+].O. The catalyst class is: 216. (2) Reactant: [CH:1]1([CH2:4][N:5]2[C:9]([CH2:10][NH:11]C(=O)OC(C)(C)C)=[CH:8][C:7]([C:19]([F:22])([F:21])[F:20])=[N:6]2)[CH2:3][CH2:2]1.Cl.C(OCC)(=O)C.CCCCCC. Product: [CH:1]1([CH2:4][N:5]2[C:9]([CH2:10][NH2:11])=[CH:8][C:7]([C:19]([F:21])([F:22])[F:20])=[N:6]2)[CH2:3][CH2:2]1. The catalyst class is: 4. (3) Reactant: [Cl:1][C:2]1[CH:3]=[C:4]([C:9]2[CH:14]=[N:13][CH:12]=[C:11]([CH3:15])[N:10]=2)[CH:5]=[CH:6][C:7]=1I.CC([O:19][B:20](OC(C)C)[O:21]C(C)C)C.[Li]CCCC. Product: [Cl:1][C:2]1[CH:3]=[C:4]([C:9]2[CH:14]=[N:13][CH:12]=[C:11]([CH3:15])[N:10]=2)[CH:5]=[CH:6][C:7]=1[B:20]([OH:21])[OH:19]. The catalyst class is: 1. (4) Reactant: F[C:2]1[CH:10]=[CH:9][C:5]([C:6]([OH:8])=[O:7])=[CH:4][C:3]=1[N+:11]([O-:13])=[O:12].C(N(CC)CC)C.[NH2:21][CH:22]1[CH2:27][CH2:26][O:25][CH2:24][CH2:23]1.NC1CCCCO1.Cl. Product: [O:25]1[CH2:26][CH2:27][CH:22]([NH:21][C:2]2[CH:10]=[CH:9][C:5]([C:6]([OH:8])=[O:7])=[CH:4][C:3]=2[N+:11]([O-:13])=[O:12])[CH2:23][CH2:24]1. The catalyst class is: 40. (5) Reactant: [NH2:1][CH2:2][CH2:3][NH:4][C:5]([C:7]1[CH:12]=[C:11]([O:13][C:14]2[CH:33]=[CH:32][C:17]3[N:18]([CH3:31])[C:19]([NH:21][C:22]4[CH:27]=[CH:26][CH:25]=[C:24]([CH:28]([CH3:30])[CH3:29])[CH:23]=4)=[N:20][C:16]=3[CH:15]=2)[CH:10]=[CH:9][N:8]=1)=[O:6].C([O-])([O-])=O.[K+].[K+].C(#N)C.[C:43]1([CH2:49][S:50](Cl)(=[O:52])=[O:51])[CH:48]=[CH:47][CH:46]=[CH:45][CH:44]=1. Product: [C:43]1([CH2:49][S:50]([NH:1][CH2:2][CH2:3][NH:4][C:5]([C:7]2[CH:12]=[C:11]([O:13][C:14]3[CH:33]=[CH:32][C:17]4[N:18]([CH3:31])[C:19]([NH:21][C:22]5[CH:27]=[CH:26][CH:25]=[C:24]([CH:28]([CH3:30])[CH3:29])[CH:23]=5)=[N:20][C:16]=4[CH:15]=3)[CH:10]=[CH:9][N:8]=2)=[O:6])(=[O:52])=[O:51])[CH:48]=[CH:47][CH:46]=[CH:45][CH:44]=1. The catalyst class is: 6. (6) Reactant: [NH:1]1[C:9]2[C:4](=[CH:5][C:6]([NH:10][C:11]([O:13][CH:14]([C:28]3[CH:33]=[CH:32][CH:31]=[C:30]([C:34]([O:36]C)=[O:35])[CH:29]=3)[C@@H:15]3[CH2:20][CH2:19][CH2:18][CH2:17][N:16]3[C:21]([O:23][C:24]([CH3:27])([CH3:26])[CH3:25])=[O:22])=[O:12])=[CH:7][CH:8]=2)[CH:3]=[N:2]1.O.[OH-].[Li+].CO.C1COCC1. Product: [C:24]([O:23][C:21]([N:16]1[CH2:17][CH2:18][CH2:19][CH2:20][C@H:15]1[CH:14]([O:13][C:11](=[O:12])[NH:10][C:6]1[CH:5]=[C:4]2[C:9](=[CH:8][CH:7]=1)[NH:1][N:2]=[CH:3]2)[C:28]1[CH:29]=[C:30]([CH:31]=[CH:32][CH:33]=1)[C:34]([OH:36])=[O:35])=[O:22])([CH3:27])([CH3:25])[CH3:26]. The catalyst class is: 6. (7) Reactant: [Cl:1][C:2]1[CH:7]=[C:6]([O:8]C)[CH:5]=[CH:4][C:3]=1[CH2:10][S:11][C:12]1[N:17]=[C:16]([OH:18])[CH:15]=[C:14]([CH3:19])[N:13]=1.B(Br)(Br)Br.O. Product: [Cl:1][C:2]1[CH:7]=[C:6]([OH:8])[CH:5]=[CH:4][C:3]=1[CH2:10][S:11][C:12]1[N:17]=[C:16]([OH:18])[CH:15]=[C:14]([CH3:19])[N:13]=1. The catalyst class is: 4. (8) Reactant: C(OC([N:8]1[CH2:13][CH2:12][CH:11]([C:14]2[CH:19]=[CH:18][C:17]([C:20]3[CH:28]=[CH:27][C:23]4[O:24][CH2:25][O:26][C:22]=4[CH:21]=3)=[CH:16][N:15]=2)[CH2:10][CH2:9]1)=O)(C)(C)C.C(O)(C(F)(F)F)=O.O.[OH-].[Na+]. Product: [O:24]1[C:23]2[CH:27]=[CH:28][C:20]([C:17]3[CH:18]=[CH:19][C:14]([CH:11]4[CH2:12][CH2:13][NH:8][CH2:9][CH2:10]4)=[N:15][CH:16]=3)=[CH:21][C:22]=2[O:26][CH2:25]1. The catalyst class is: 2.